Regression. Given two drug SMILES strings and cell line genomic features, predict the synergy score measuring deviation from expected non-interaction effect. From a dataset of NCI-60 drug combinations with 297,098 pairs across 59 cell lines. (1) Drug 1: C1CC(C1)(C(=O)O)C(=O)O.[NH2-].[NH2-].[Pt+2]. Drug 2: CCC1(CC2CC(C3=C(CCN(C2)C1)C4=CC=CC=C4N3)(C5=C(C=C6C(=C5)C78CCN9C7C(C=CC9)(C(C(C8N6C)(C(=O)OC)O)OC(=O)C)CC)OC)C(=O)OC)O.OS(=O)(=O)O. Cell line: SF-268. Synergy scores: CSS=12.7, Synergy_ZIP=-6.24, Synergy_Bliss=-5.16, Synergy_Loewe=-9.75, Synergy_HSA=-5.09. (2) Drug 1: C1C(C(OC1N2C=NC3=C(N=C(N=C32)Cl)N)CO)O. Drug 2: CC1C(C(CC(O1)OC2CC(OC(C2O)C)OC3=CC4=CC5=C(C(=O)C(C(C5)C(C(=O)C(C(C)O)O)OC)OC6CC(C(C(O6)C)O)OC7CC(C(C(O7)C)O)OC8CC(C(C(O8)C)O)(C)O)C(=C4C(=C3C)O)O)O)O. Cell line: NCI/ADR-RES. Synergy scores: CSS=44.9, Synergy_ZIP=0.0948, Synergy_Bliss=-0.918, Synergy_Loewe=-13.9, Synergy_HSA=-0.796.